This data is from Full USPTO retrosynthesis dataset with 1.9M reactions from patents (1976-2016). The task is: Predict the reactants needed to synthesize the given product. (1) Given the product [ClH:42].[NH2:6][C:7]1[CH:16]=[CH:15][C:14]([C:17]([C:19]2[N:23]3[CH:24]=[CH:25][CH:26]=[CH:27][C:22]3=[C:21]([NH2:28])[N:20]=2)=[O:18])=[CH:13][C:8]=1[C:9]([O:11][CH3:12])=[O:10], predict the reactants needed to synthesize it. The reactants are: C(OCC)C.[NH2:6][C:7]1[CH:16]=[CH:15][C:14]([C:17]([C:19]2[N:23]3[CH:24]=[CH:25][CH:26]=[CH:27][C:22]3=[C:21]([N:28]=C(C3C=CC=CC=3)C3C=CC=CC=3)[N:20]=2)=[O:18])=[CH:13][C:8]=1[C:9]([O:11][CH3:12])=[O:10].[Cl:42]CCl. (2) Given the product [F:15][C:16]1[CH:23]=[CH:22][C:19]([CH2:20][NH:21][C:2]2[CH:3]=[CH:4][C:5]3[N:6]([C:8]([N+:12]([O-:14])=[O:13])=[C:9]([CH3:11])[N:10]=3)[N:7]=2)=[CH:18][CH:17]=1, predict the reactants needed to synthesize it. The reactants are: Cl[C:2]1[CH:3]=[CH:4][C:5]2[N:6]([C:8]([N+:12]([O-:14])=[O:13])=[C:9]([CH3:11])[N:10]=2)[N:7]=1.[F:15][C:16]1[CH:23]=[CH:22][C:19]([CH2:20][NH2:21])=[CH:18][CH:17]=1. (3) Given the product [CH2:15]1[C:26]2[C:27](=[CH:28][CH:29]=[C:24]([NH:23][C:19]3[N:18]=[C:17]([C:16]4[C:8]([C:4]5[CH:3]=[C:2]([NH:1][C:37](=[O:38])[C:36]6[CH:40]=[CH:32][CH:33]=[CH:34][CH:35]=6)[CH:7]=[CH:6][CH:5]=5)=[N:9][N:10]5[CH:15]=[CH:14][CH:13]=[CH:12][C:11]=45)[CH:22]=[CH:21][N:20]=3)[CH:25]=2)[CH2:12][CH2:11][NH:10]1, predict the reactants needed to synthesize it. The reactants are: [NH2:1][C:2]1[CH:3]=[C:4]([C:8]2[C:16]([C:17]3[CH:22]=[CH:21][N:20]=[C:19]([NH:23][C:24]4[CH:29]=[CH:28][CH:27]=[C:26](F)[CH:25]=4)[N:18]=3)=[C:11]3[CH:12]=[CH:13][CH:14]=[CH:15][N:10]3[N:9]=2)[CH:5]=[CH:6][CH:7]=1.F[C:32]1[CH:33]=[CH:34][C:35](C)=[C:36]([CH:40]=1)[C:37](Cl)=[O:38]. (4) Given the product [Br:30][C:17]1[C:16]2[C:11](=[CH:12][CH:13]=[C:14]([C:18]([NH:20][CH2:21][CH2:22][CH2:23][N:24]3[CH2:25][CH2:26][O:27][CH2:28][CH2:29]3)=[O:19])[CH:15]=2)[NH:10][C:9]=1[C:8]1[C:3]([O:2][CH3:1])=[N:4][CH:5]=[CH:6][CH:7]=1, predict the reactants needed to synthesize it. The reactants are: [CH3:1][O:2][C:3]1[C:8]([C:9]2[NH:10][C:11]3[C:16]([CH:17]=2)=[CH:15][C:14]([C:18]([NH:20][CH2:21][CH2:22][CH2:23][N:24]2[CH2:29][CH2:28][O:27][CH2:26][CH2:25]2)=[O:19])=[CH:13][CH:12]=3)=[CH:7][CH:6]=[CH:5][N:4]=1.[Br:30]N1C(=O)CCC1=O.